Dataset: Reaction yield outcomes from USPTO patents with 853,638 reactions. Task: Predict the reaction yield, written as a fraction of the theoretical maximum amount of product (1.0 means a 100% yield; for example, 0.34 means a 34% yield). (1) The reactants are [C:1]1([S:7]([C:10]2[CH:11]=[CH:12][C:13]3[O:18][CH2:17][C:16](=O)[NH:15][C:14]=3[CH:20]=2)(=[O:9])=[O:8])[CH:6]=[CH:5][CH:4]=[CH:3][CH:2]=1.CSC.B.Cl.C(=O)([O-])[O-].[K+].[K+]. The catalyst is C1COCC1.O. The product is [C:1]1([S:7]([C:10]2[CH:11]=[CH:12][C:13]3[O:18][CH2:17][CH2:16][NH:15][C:14]=3[CH:20]=2)(=[O:9])=[O:8])[CH:2]=[CH:3][CH:4]=[CH:5][CH:6]=1. The yield is 0.830. (2) The yield is 0.300. The catalyst is C(Cl)(Cl)Cl. The reactants are [NH:1]1[CH2:6][CH2:5][O:4][CH2:3][CH2:2]1.Br[CH2:8][CH2:9][CH2:10][CH2:11][O:12][C:13]1[CH:14]=[C:15]([N:19]2[C:23]3[CH:24]=[CH:25][CH:26]=[CH:27][C:22]=3[C:21](=[N:28][C:29]3[CH:34]=[CH:33][CH:32]=[C:31]([C:35]([F:38])([F:37])[F:36])[CH:30]=3)[C:20]2=[O:39])[CH:16]=[CH:17][CH:18]=1. The product is [N:1]1([CH2:8][CH2:9][CH2:10][CH2:11][O:12][C:13]2[CH:14]=[C:15]([N:19]3[C:23]4[CH:24]=[CH:25][CH:26]=[CH:27][C:22]=4[C:21](=[N:28][C:29]4[CH:34]=[CH:33][CH:32]=[C:31]([C:35]([F:38])([F:36])[F:37])[CH:30]=4)[C:20]3=[O:39])[CH:16]=[CH:17][CH:18]=2)[CH2:6][CH2:5][O:4][CH2:3][CH2:2]1. (3) The reactants are [C:1]([O:5][CH2:6][CH2:7][CH2:8][CH2:9][CH2:10][CH2:11][O:12][C:13]1[CH:21]=[CH:20][C:16]([C:17]([OH:19])=[O:18])=[CH:15][CH:14]=1)(=[O:4])[CH:2]=[CH2:3].C1CCC(N=C=NC2CCCCC2)CC1.[CH3:37][N:38]([CH3:75])[C:39]1[CH:44]=[CH:43][C:42](/[N:45]=[N:46]/[C:47]2[CH:52]=[CH:51][C:50](/[N:53]=[N:54]/[C:55]3[C:66]4[C:67]5[C:58]([NH:59][CH:60]([C:68]6[CH:73]=[CH:72][C:71](O)=[CH:70][CH:69]=6)[NH:61][C:62]=5[CH:63]=[CH:64][CH:65]=4)=[CH:57][CH:56]=3)=[CH:49][CH:48]=2)=[CH:41][CH:40]=1. The catalyst is CN(C1C=CN=CC=1)C.ClCCl. The product is [C:1]([O:5][CH2:6][CH2:7][CH2:8][CH2:9][CH2:10][CH2:11][O:12][C:13]1[CH:14]=[CH:15][C:16]([C:17]([O:19][C:71]2[CH:70]=[CH:69][C:68]([CH:60]3[NH:59][C:58]4[C:67]5[C:66]([C:55](/[N:54]=[N:53]/[C:50]6[CH:51]=[CH:52][C:47](/[N:46]=[N:45]/[C:42]7[CH:41]=[CH:40][C:39]([N:38]([CH3:75])[CH3:37])=[CH:44][CH:43]=7)=[CH:48][CH:49]=6)=[CH:56][CH:57]=4)=[CH:65][CH:64]=[CH:63][C:62]=5[NH:61]3)=[CH:73][CH:72]=2)=[O:18])=[CH:20][CH:21]=1)(=[O:4])[CH:2]=[CH2:3]. The yield is 0.960. (4) The reactants are [OH:1][C:2]1[CH:10]=[CH:9][CH:8]=[CH:7][C:3]=1[C:4]([OH:6])=O.[NH2:11][C@@H:12]1[C@H:16]2[O:17][CH2:18][C@H:19]([NH:20][C:21](=[O:35])[C:22]3[CH:27]=[CH:26][CH:25]=[C:24]([O:28][C:29]4[CH:34]=[CH:33][CH:32]=[CH:31][CH:30]=4)[CH:23]=3)[C@H:15]2[O:14][CH2:13]1. No catalyst specified. The product is [OH:1][C:2]1[CH:10]=[CH:9][CH:8]=[CH:7][C:3]=1[C:4]([NH:11][C@H:12]1[CH2:13][O:14][C@@H:15]2[C@@H:19]([NH:20][C:21](=[O:35])[C:22]3[CH:27]=[CH:26][CH:25]=[C:24]([O:28][C:29]4[CH:30]=[CH:31][CH:32]=[CH:33][CH:34]=4)[CH:23]=3)[CH2:18][O:17][C@H:16]12)=[O:6]. The yield is 0.357. (5) The reactants are [CH2:1]([N:8]1[CH2:14][CH2:13][CH2:12][C:11](=[O:15])[CH2:10][CH2:9]1)[C:2]1[CH:7]=[CH:6][CH:5]=[CH:4][CH:3]=1.[H-].[Al+3].[Li+].[H-].[H-].[H-].O.[OH-].[Na+]. The product is [CH2:1]([N:8]1[CH2:14][CH2:13][CH2:12][CH:11]([OH:15])[CH2:10][CH2:9]1)[C:2]1[CH:3]=[CH:4][CH:5]=[CH:6][CH:7]=1. The catalyst is C(OCC)C. The yield is 0.840. (6) The catalyst is CO.N.[Ni]. The product is [N:1]1[N:5]2[C:6]([CH2:10][NH2:11])=[CH:7][CH:8]=[CH:9][C:4]2=[CH:3][CH:2]=1. The yield is 1.00. The reactants are [N:1]1[N:5]2[C:6]([C:10]#[N:11])=[CH:7][CH:8]=[CH:9][C:4]2=[CH:3][CH:2]=1.